Predict the reactants needed to synthesize the given product. From a dataset of Full USPTO retrosynthesis dataset with 1.9M reactions from patents (1976-2016). (1) The reactants are: [CH3:1][C:2]1[C:7]([CH3:8])=[C:6]([N:9]2[CH2:14][CH2:13][N:12]([C:15]3[CH:20]=[CH:19][C:18]([C:21]([F:24])([F:23])[F:22])=[CH:17][N:16]=3)[CH2:11][CH2:10]2)[N:5]=[N:4][C:3]=1[CH2:25][C:26]#[N:27].[NH2:28]O.C1C[O:33][CH2:32][CH2:31]1. Given the product [CH3:1][C:2]1[C:7]([CH3:8])=[C:6]([N:9]2[CH2:10][CH2:11][N:12]([C:15]3[CH:20]=[CH:19][C:18]([C:21]([F:24])([F:23])[F:22])=[CH:17][N:16]=3)[CH2:13][CH2:14]2)[N:5]=[N:4][C:3]=1[CH2:25][C:26]1[N:28]=[C:32]([CH3:31])[O:33][N:27]=1, predict the reactants needed to synthesize it. (2) Given the product [C:19]([C:16]1[CH:17]=[CH:18][C:13]([NH:12][S:8]([C:5]2[CH:6]=[CH:7][C:2]([F:1])=[CH:3][CH:4]=2)(=[O:10])=[O:9])=[CH:14][CH:15]=1)(=[O:21])[CH3:20], predict the reactants needed to synthesize it. The reactants are: [F:1][C:2]1[CH:7]=[CH:6][C:5]([S:8](Cl)(=[O:10])=[O:9])=[CH:4][CH:3]=1.[NH2:12][C:13]1[CH:18]=[CH:17][C:16]([C:19](=[O:21])[CH3:20])=[CH:15][CH:14]=1. (3) Given the product [CH2:1]([C:3]1[N:13]([CH2:14][C:15]2[CH:16]=[C:17]([CH:20]=[CH:21][CH:22]=2)[CH:18]=[O:19])[C:6]2=[N:7][C:8]([CH3:12])=[CH:9][C:10]([CH3:11])=[C:5]2[N:4]=1)[CH3:2], predict the reactants needed to synthesize it. The reactants are: [CH2:1]([C:3]1[N:13]([CH2:14][C:15]2[CH:16]=[C:17]([CH:20]=[CH:21][CH:22]=2)[CH2:18][OH:19])[C:6]2=[N:7][C:8]([CH3:12])=[CH:9][C:10]([CH3:11])=[C:5]2[N:4]=1)[CH3:2]. (4) Given the product [Br:9][C:10]1[CH:15]=[CH:14][C:13]([C:16]([F:19])([F:18])[F:17])=[CH:12][C:11]=1[C@@H:20]([NH:21][S:22]([C:24]([CH3:27])([CH3:26])[CH3:25])=[O:23])[CH2:8][CH2:7][CH2:6][CH:5]=[CH2:4], predict the reactants needed to synthesize it. The reactants are: II.Br[CH2:4][CH2:5][CH2:6][CH:7]=[CH2:8].[Br:9][C:10]1[CH:15]=[CH:14][C:13]([C:16]([F:19])([F:18])[F:17])=[CH:12][C:11]=1/[CH:20]=[N:21]/[S:22]([C:24]([CH3:27])([CH3:26])[CH3:25])=[O:23].